Dataset: Reaction yield outcomes from USPTO patents with 853,638 reactions. Task: Predict the reaction yield, written as a fraction of the theoretical maximum amount of product (1.0 means a 100% yield; for example, 0.34 means a 34% yield). (1) The reactants are [F:1][C:2]1[CH:7]=[CH:6][C:5]([C@@H:8]2[CH2:10][C@:9]2([NH:12]C(=O)OC(C)(C)C)[CH3:11])=[CH:4][CH:3]=1.C([O-])([O-])=O.[Na+].[Na+]. The catalyst is O. The product is [F:1][C:2]1[CH:3]=[CH:4][C:5]([C@@H:8]2[CH2:10][C@@:9]2([CH3:11])[NH2:12])=[CH:6][CH:7]=1. The yield is 0.920. (2) The reactants are [Br:1][C:2]1[CH:10]=[C:9]2[C:5]([CH:6]=[CH:7][NH:8]2)=[CH:4][CH:3]=1.[C:11](Cl)(=[O:15])[C:12](Cl)=[O:13].C([O-])(O)=[O:18].[Na+]. The catalyst is CCOCC. The product is [Br:1][C:2]1[CH:10]=[C:9]2[C:5]([C:6]([C:11](=[O:15])[C:12]([OH:18])=[O:13])=[CH:7][NH:8]2)=[CH:4][CH:3]=1. The yield is 0.836. (3) The reactants are [C:1]([O:5][C:6]([N:8]1[CH2:13][CH2:12][N:11]([C:14]2[CH:23]=[C:22]3[C:17]([CH:18]=[C:19]([C:24]([O:26]CC)=[O:25])[N:20]=[CH:21]3)=[CH:16][CH:15]=2)[CH2:10][CH2:9]1)=[O:7])([CH3:4])([CH3:3])[CH3:2].[OH-].[Na+]. The catalyst is CCO.C1COCC1. The product is [C:1]([O:5][C:6]([N:8]1[CH2:9][CH2:10][N:11]([C:14]2[CH:23]=[C:22]3[C:17]([CH:18]=[C:19]([C:24]([OH:26])=[O:25])[N:20]=[CH:21]3)=[CH:16][CH:15]=2)[CH2:12][CH2:13]1)=[O:7])([CH3:4])([CH3:2])[CH3:3]. The yield is 0.850. (4) The reactants are [CH3:1][O:2][C:3](=[O:13])[C:4]1[CH:9]=[C:8]([I:10])[C:7]([NH2:11])=[C:6]([NH2:12])[CH:5]=1.[CH:14](OC)(OC)OC. The catalyst is C1COCC1.C1(C)C=CC(S(O)(=O)=O)=CC=1. The product is [CH3:1][O:2][C:3]([C:4]1[CH:9]=[C:8]([I:10])[C:7]2[N:11]=[CH:14][NH:12][C:6]=2[CH:5]=1)=[O:13]. The yield is 0.450. (5) The reactants are [CH3:1][C:2]1([CH3:10])[O:7][CH:6]([CH2:8][OH:9])[CH2:5][O:4][CH2:3]1.[CH3:11][S:12](Cl)(=[O:14])=[O:13].C([O-])(O)=O.[Na+]. The catalyst is C(Cl)Cl. The product is [CH3:11][S:12]([O:9][CH2:8][CH:6]1[CH2:5][O:4][CH2:3][C:2]([CH3:10])([CH3:1])[O:7]1)(=[O:14])=[O:13]. The yield is 0.980. (6) The reactants are C[O:2][C:3](=[O:37])[CH2:4][C:5]1[C:6]([N:34]([CH3:36])[CH3:35])=[N:7][C:8]([CH2:14][C:15]2[CH:20]=[CH:19][C:18]([NH:21][C:22](=[O:33])[C:23]3[CH:28]=[CH:27][C:26]([C:29]([F:32])([F:31])[F:30])=[CH:25][CH:24]=3)=[CH:17][CH:16]=2)=[N:9][C:10]=1[N:11]([CH3:13])[CH3:12].O.[OH-].[Li+].O.C(O)(=O)C. The catalyst is O1CCCC1.CO. The product is [CH3:36][N:34]([CH3:35])[C:6]1[C:5]([CH2:4][C:3]([OH:37])=[O:2])=[C:10]([N:11]([CH3:12])[CH3:13])[N:9]=[C:8]([CH2:14][C:15]2[CH:16]=[CH:17][C:18]([NH:21][C:22](=[O:33])[C:23]3[CH:24]=[CH:25][C:26]([C:29]([F:31])([F:32])[F:30])=[CH:27][CH:28]=3)=[CH:19][CH:20]=2)[N:7]=1. The yield is 0.900. (7) The reactants are [Li+].C[Si]([N-][Si](C)(C)C)(C)C.[O:11]1[C:15]([C:16]2[N:17]([C:25]([O:27][C:28]([CH3:31])([CH3:30])[CH3:29])=[O:26])[C:18]3[C:23]([CH:24]=2)=[CH:22][CH:21]=[CH:20][CH:19]=3)=[CH:14][N:13]=[CH:12]1.[Cl:32]C(Cl)(Cl)C(Cl)(Cl)Cl. The catalyst is C1COCC1. The product is [Cl:32][C:12]1[O:11][C:15]([C:16]2[N:17]([C:25]([O:27][C:28]([CH3:31])([CH3:30])[CH3:29])=[O:26])[C:18]3[C:23]([CH:24]=2)=[CH:22][CH:21]=[CH:20][CH:19]=3)=[CH:14][N:13]=1. The yield is 0.990.